From a dataset of HIV replication inhibition screening data with 41,000+ compounds from the AIDS Antiviral Screen. Binary Classification. Given a drug SMILES string, predict its activity (active/inactive) in a high-throughput screening assay against a specified biological target. (1) The drug is COc1ccc(C=CC(=NNC(=O)NN=C(C=Cc2ccc(OC)cc2)C(C)(C)CN2CCCCC2)C(C)(C)CN2CCCCC2)cc1.Cl. The result is 0 (inactive). (2) The compound is O=C1Nc2cccc3c2N(CCC3)C2=C1CCC2. The result is 0 (inactive). (3) The compound is C=Cc1nc2nnc(CCCCCCCCc3nnc4nc(C=C)[nH]n34)n2[nH]1. The result is 0 (inactive). (4) The compound is CNN=C(CCN1CCCC1)CC(c1ccccc1)c1c(O)c2ccccc2oc1=O.Cl. The result is 0 (inactive). (5) The molecule is Cc1ccc(S(=O)(=O)O)cc1.NC(CSSCC(N)C(=O)OCc1ccccc1)C(=O)OCc1ccccc1. The result is 0 (inactive). (6) The drug is Cc1nn(C2=NCCN2)c(O)c1Cc1ccccc1. The result is 0 (inactive).